From a dataset of Reaction yield outcomes from USPTO patents with 853,638 reactions. Predict the reaction yield, written as a fraction of the theoretical maximum amount of product (1.0 means a 100% yield; for example, 0.34 means a 34% yield). (1) The reactants are [S:1]1[CH:5]=[CH:4][C:3]2[CH:6]=[C:7]([CH2:10][OH:11])[CH:8]=[CH:9][C:2]1=2. The catalyst is C(Cl)Cl.[O-2].[Mn+2]. The product is [S:1]1[CH:5]=[CH:4][C:3]2[CH:6]=[C:7]([CH:10]=[O:11])[CH:8]=[CH:9][C:2]1=2. The yield is 0.689. (2) The reactants are [C:1]([O:6][CH2:7][CH:8]1[O:10][CH2:9]1)(=[O:5])[CH2:2][CH2:3][CH3:4].O.C(OCC1C=CC=CC=1)[C@@H]1OC1. The catalyst is CC(O)=O.C1COCC1. The product is [C:1]([O:6][CH2:7][C@H:8]1[O:10][CH2:9]1)(=[O:5])[CH2:2][CH2:3][CH3:4]. The yield is 0.440. (3) The reactants are [Cl-].O[NH3+:3].[C:4](=[O:7])([O-])[OH:5].[Na+].CS(C)=O.[CH3:13][C:14]1[CH:19]=[C:18]([CH3:20])[N:17]=[CH:16][C:15]=1[O:21][C:22]1[C:27](=[O:28])[N:26]([CH2:29][C:30]2[CH:35]=[CH:34][C:33]([C:36]3[C:37]([C:42]#[N:43])=[CH:38][CH:39]=[CH:40][CH:41]=3)=[CH:32][CH:31]=2)[C:25]([CH2:44][CH2:45][CH3:46])=[N:24][C:23]=1[CH2:47][CH3:48]. The catalyst is C(OCC)(=O)C. The product is [CH3:13][C:14]1[CH:19]=[C:18]([CH3:20])[N:17]=[CH:16][C:15]=1[O:21][C:22]1[C:27](=[O:28])[N:26]([CH2:29][C:30]2[CH:35]=[CH:34][C:33]([C:36]3[CH:41]=[CH:40][CH:39]=[CH:38][C:37]=3[C:42]3[NH:3][C:4](=[O:7])[O:5][N:43]=3)=[CH:32][CH:31]=2)[C:25]([CH2:44][CH2:45][CH3:46])=[N:24][C:23]=1[CH2:47][CH3:48]. The yield is 0.600. (4) The reactants are [S:1]1[CH:5]=[CH:4][N:3]=[C:2]1[C:6]1[CH:11]=[CH:10][C:9]([N:12]2[CH2:17][CH2:16][O:15][CH2:14][CH2:13]2)=[CH:8][CH:7]=1.S(=O)(=O)(O)O.[N+:23]([O-])([OH:25])=[O:24]. No catalyst specified. The product is [N+:23]([C:5]1[S:1][C:2]([C:6]2[CH:7]=[CH:8][C:9]([N:12]3[CH2:17][CH2:16][O:15][CH2:14][CH2:13]3)=[CH:10][CH:11]=2)=[N:3][CH:4]=1)([O-:25])=[O:24]. The yield is 0.300. (5) The reactants are C(OC(=O)[NH:7][C:8]1[CH:13]=[CH:12][C:11]([CH:14]2[CH2:19][N:18]([CH3:20])[C:17](=[O:21])[N:16]([CH3:22])[CH2:15]2)=[CH:10][CH:9]=1)(C)(C)C.C1C(=O)N([Br:31])C(=O)C1.C(Cl)Cl.C([O-])(O)=O.[Na+].[C:40]([OH:46])([C:42]([F:45])([F:44])[F:43])=[O:41]. No catalyst specified. The product is [F:43][C:42]([F:45])([F:44])[C:40]([OH:46])=[O:41].[NH2:7][C:8]1[CH:13]=[CH:12][C:11]([CH:14]2[CH2:19][N:18]([CH3:20])[C:17](=[O:21])[N:16]([CH3:22])[CH2:15]2)=[CH:10][C:9]=1[Br:31]. The yield is 0.920. (6) The reactants are [Cl:1][C:2]1[C:23]([C:24]([F:27])([F:26])[F:25])=[CH:22][CH:21]=[CH:20][C:3]=1[CH2:4][NH:5][CH2:6][CH:7]([C:14]1[CH:19]=[CH:18][CH:17]=[CH:16][CH:15]=1)[C:8]1[CH:13]=[CH:12][CH:11]=[CH:10][CH:9]=1.[Br:28][CH2:29][CH2:30][CH2:31]Br.C(=O)([O-])[O-].[K+].[K+]. The catalyst is C(#N)C. The product is [Br:28][CH2:29][CH2:30][CH2:31][N:5]([CH2:4][C:3]1[CH:20]=[CH:21][CH:22]=[C:23]([C:24]([F:25])([F:26])[F:27])[C:2]=1[Cl:1])[CH2:6][CH:7]([C:14]1[CH:19]=[CH:18][CH:17]=[CH:16][CH:15]=1)[C:8]1[CH:13]=[CH:12][CH:11]=[CH:10][CH:9]=1. The yield is 0.670.